This data is from Forward reaction prediction with 1.9M reactions from USPTO patents (1976-2016). The task is: Predict the product of the given reaction. (1) Given the reactants Br[C:2]1[CH:7]=[CH:6][C:5]([C:8]2[N:9]=[C:10]([N:18]3[CH2:23][CH2:22][N:21]([CH2:24][CH3:25])[CH2:20][CH2:19]3)[C:11]3[C:16]([CH:17]=2)=[CH:15][CH:14]=[CH:13][CH:12]=3)=[CH:4][CH:3]=1.[Li]CCCC.[O:31]1[CH2:36][CH2:35][C:34](=[O:37])[CH2:33][CH2:32]1.[Cl-].[NH4+], predict the reaction product. The product is: [CH2:24]([N:21]1[CH2:22][CH2:23][N:18]([C:10]2[C:11]3[C:16](=[CH:15][CH:14]=[CH:13][CH:12]=3)[CH:17]=[C:8]([C:5]3[CH:4]=[CH:3][C:2]([C:34]4([OH:37])[CH2:35][CH2:36][O:31][CH2:32][CH2:33]4)=[CH:7][CH:6]=3)[N:9]=2)[CH2:19][CH2:20]1)[CH3:25]. (2) Given the reactants [N:1]1([CH2:7][C@H:8]([OH:11])[CH2:9][OH:10])[CH2:6][CH2:5][O:4][CH2:3][CH2:2]1.[S:12](Cl)([Cl:14])=[O:13], predict the reaction product. The product is: [ClH:14].[O:13]=[S:12]1[O:11][C@@H:8]([CH2:7][N:1]2[CH2:6][CH2:5][O:4][CH2:3][CH2:2]2)[CH2:9][O:10]1.